Dataset: Forward reaction prediction with 1.9M reactions from USPTO patents (1976-2016). Task: Predict the product of the given reaction. (1) Given the reactants [Br:1][C:2]1[CH:3]=[C:4]([CH:9]=[CH:10][C:11]=1[CH3:12])[C:5]([O:7][CH3:8])=[O:6].C(Cl)(Cl)(Cl)Cl.C1C(=O)N([Br:25])C(=O)C1.CC(N=NC(C#N)(C)C)(C#N)C, predict the reaction product. The product is: [Br:1][C:2]1[CH:3]=[C:4]([CH:9]=[CH:10][C:11]=1[CH2:12][Br:25])[C:5]([O:7][CH3:8])=[O:6]. (2) Given the reactants ClC1N=C(NC(CCC2C=CC=CC=2)C[N:15]2[CH2:20][CH2:19][O:18][CH2:17][CH2:16]2)C2C(=CC=CC=2)N=1.N1C=CN2C=C(B(O)O)C=CC=12.[N:41]1[CH:42]=[CH:43][N:44]2[CH:49]=[C:48]([C:50]3[N:59]=[C:58]([NH:60][CH2:61][CH:62]([C:68]4[CH:73]=[CH:72][CH:71]=[CH:70][CH:69]=4)C4NC=CC=4)[C:57]4[C:52](=[CH:53][CH:54]=[CH:55][CH:56]=4)[N:51]=3)[CH:47]=[CH:46][C:45]=12, predict the reaction product. The product is: [N:41]1[CH:42]=[CH:43][N:44]2[CH:49]=[C:48]([C:50]3[N:59]=[C:58]([NH:60][CH2:61][CH:62]([N:15]4[CH2:20][CH2:19][O:18][CH2:17][CH2:16]4)[C:68]4[CH:73]=[CH:72][CH:71]=[CH:70][CH:69]=4)[C:57]4[C:52](=[CH:53][CH:54]=[CH:55][CH:56]=4)[N:51]=3)[CH:47]=[CH:46][C:45]=12. (3) The product is: [Br:1][C:2]1[CH:11]=[CH:10][CH:9]=[C:8]2[C:3]=1[CH:4]=[CH:5][C:6]([S:12]([Cl:23])(=[O:15])=[O:13])=[CH:7]2. Given the reactants [Br:1][C:2]1[CH:11]=[CH:10][CH:9]=[C:8]2[C:3]=1[CH:4]=[CH:5][C:6]([S:12]([OH:15])(=O)=[O:13])=[CH:7]2.CN(C=O)C.S(Cl)([Cl:23])=O, predict the reaction product. (4) Given the reactants [CH2:1]([OH:16])[CH2:2][O:3][CH2:4][CH2:5][O:6][CH2:7][CH2:8][O:9][CH2:10][CH2:11][O:12][CH2:13][CH2:14][OH:15].[C:17](Cl)([C:30]1[CH:35]=[CH:34][CH:33]=[CH:32][CH:31]=1)([C:24]1[CH:29]=[CH:28][CH:27]=[CH:26][CH:25]=1)[C:18]1[CH:23]=[CH:22][CH:21]=[CH:20][CH:19]=1.O, predict the reaction product. The product is: [C:18]1([C:17]([C:24]2[CH:25]=[CH:26][CH:27]=[CH:28][CH:29]=2)([C:30]2[CH:31]=[CH:32][CH:33]=[CH:34][CH:35]=2)[O:15][CH2:14][CH2:13][O:12][CH2:11][CH2:10][O:9][CH2:8][CH2:7][O:6][CH2:5][CH2:4][O:3][CH2:2][CH2:1][OH:16])[CH:19]=[CH:20][CH:21]=[CH:22][CH:23]=1. (5) Given the reactants C(OC(=O)[NH:7][C@@H:8]1[CH2:13][CH2:12][CH2:11][N:10]([C:14]([C:16]2[N:17]=[C:18]([CH:28]3[CH2:30][CH2:29]3)[S:19][C:20]=2[C:21]2[CH:22]=[C:23]([CH3:27])[CH:24]=[CH:25][CH:26]=2)=[O:15])[CH2:9]1)(C)(C)C.[ClH:32], predict the reaction product. The product is: [ClH:32].[ClH:32].[NH2:7][C@@H:8]1[CH2:13][CH2:12][CH2:11][N:10]([C:14]([C:16]2[N:17]=[C:18]([CH:28]3[CH2:29][CH2:30]3)[S:19][C:20]=2[C:21]2[CH:22]=[C:23]([CH3:27])[CH:24]=[CH:25][CH:26]=2)=[O:15])[CH2:9]1. (6) Given the reactants Cl.[C:2]1([C:8]([N:10]2[CH2:15][CH2:14][NH:13][CH2:12][CH2:11]2)=[O:9])[CH:7]=[CH:6][CH:5]=[CH:4][CH:3]=1.[S:16]1[CH:20]=[C:19]([C:21]2[CH:26]=[CH:25][C:24]([S:27](Cl)(=[O:29])=[O:28])=[CH:23][CH:22]=2)[N:18]=[N:17]1.[CH2:31](N(CC)CC)C.O1CCCC1, predict the reaction product. The product is: [CH3:31][C@H:14]1[N:13]([S:27]([C:24]2[CH:25]=[CH:26][C:21]([C:19]3[N:18]=[N:17][S:16][CH:20]=3)=[CH:22][CH:23]=2)(=[O:29])=[O:28])[CH2:12][CH2:11][N:10]([C:8]([C:2]2[CH:3]=[CH:4][CH:5]=[CH:6][CH:7]=2)=[O:9])[CH2:15]1.